From a dataset of Reaction yield outcomes from USPTO patents with 853,638 reactions. Predict the reaction yield, written as a fraction of the theoretical maximum amount of product (1.0 means a 100% yield; for example, 0.34 means a 34% yield). (1) The reactants are [F:8][C:7]([F:10])([F:9])[C:6](O[C:6](=[O:11])[C:7]([F:10])([F:9])[F:8])=[O:11].[NH2:14][C:15]1[C:16]([CH3:21])=[CH:17][CH:18]=[CH:19][CH:20]=1.C(N(CC)CC)C. The catalyst is C(Cl)Cl. The product is [F:10][C:7]([F:8])([F:9])[C:6]([NH:14][C:15]1[CH:20]=[CH:19][CH:18]=[CH:17][C:16]=1[CH3:21])=[O:11]. The yield is 0.850. (2) The reactants are [CH3:1][S:2](Cl)(=[O:4])=[O:3].[OH:6][CH2:7][C@@H:8]([NH:10][C:11](=[O:17])[O:12][C:13]([CH3:16])([CH3:15])[CH3:14])[CH3:9].C(N(CC)CC)C.[Cl-].[NH4+]. The catalyst is ClCCl. The product is [CH3:1][S:2]([O:6][CH2:7][C@@H:8]([NH:10][C:11]([O:12][C:13]([CH3:16])([CH3:15])[CH3:14])=[O:17])[CH3:9])(=[O:4])=[O:3]. The yield is 0.980. (3) The reactants are [Br:1][C:2]1[C:11]([OH:12])=[CH:10][CH:9]=[C:8]2[C:3]=1[CH:4]=[CH:5][C:6]([CH3:13])=[N:7]2.[CH2:14]([O:18][CH2:19][C:20]1[CH:25]=[CH:24][CH:23]=[CH:22][CH:21]=1)[C@@H:15]1[O:17][CH2:16]1.C(N(CC)CC)C.O. The catalyst is CC(N(C)C)=O. The product is [CH2:19]([O:18][CH2:14][C@H:15]([OH:17])[CH2:16][O:12][C:11]1[C:2]([Br:1])=[C:3]2[C:8](=[CH:9][CH:10]=1)[N:7]=[C:6]([CH3:13])[CH:5]=[CH:4]2)[C:20]1[CH:25]=[CH:24][CH:23]=[CH:22][CH:21]=1. The yield is 0.730. (4) The reactants are [Cl:1][C:2]1[CH:7]=[CH:6][C:5]([C@@H:8]([NH:10][CH2:11][CH2:12][C:13]2([NH:23][C:24](=[O:29])C(F)(F)F)[CH2:22][CH2:21][C:16]3([O:20][CH2:19][CH2:18][O:17]3)[CH2:15][CH2:14]2)[CH3:9])=[CH:4][CH:3]=1.ClC(Cl)(OC(=O)OC(Cl)(Cl)Cl)Cl. No catalyst specified. The product is [Cl:1][C:2]1[CH:7]=[CH:6][C:5]([C@@H:8]([N:10]2[CH2:11][CH2:12][C:13]3([CH2:14][CH2:15][C:16]4([O:17][CH2:18][CH2:19][O:20]4)[CH2:21][CH2:22]3)[NH:23][C:24]2=[O:29])[CH3:9])=[CH:4][CH:3]=1. The yield is 1.00. (5) The reactants are [CH2:1]([O:3][C:4]([C:6]1[C:7]([CH3:18])=[C:8]2[C:13]([Cl:14])=[C:12]([C:15]#[N:16])[CH:11]=[N:10][N:9]2[CH:17]=1)=[O:5])[CH3:2].C1C(=O)N([Br:26])C(=O)C1. The catalyst is C(Cl)(Cl)(Cl)Cl.C(OOC(=O)C1C=CC=CC=1)(=O)C1C=CC=CC=1. The product is [CH2:1]([O:3][C:4]([C:6]1[C:7]([CH2:18][Br:26])=[C:8]2[C:13]([Cl:14])=[C:12]([C:15]#[N:16])[CH:11]=[N:10][N:9]2[CH:17]=1)=[O:5])[CH3:2]. The yield is 0.990. (6) The reactants are [CH2:1]([O:3][C:4]([C:6]1[C:7]([OH:24])=[C:8]2[C:14]([Br:15])=[C:13]([Br:16])[N:12]([CH2:17][C:18]3[CH:23]=[CH:22][CH:21]=[CH:20][CH:19]=3)[C:9]2=[CH:10][N:11]=1)=[O:5])[CH3:2].C(N(CC)CC)C.[C:32](Cl)(=[O:37])[C:33]([CH3:36])([CH3:35])[CH3:34]. The catalyst is CN(C1C=CN=CC=1)C.ClCCl.CCOC(C)=O. The product is [CH2:1]([O:3][C:4]([C:6]1[C:7]([O:24][C:32](=[O:37])[C:33]([CH3:36])([CH3:35])[CH3:34])=[C:8]2[C:14]([Br:15])=[C:13]([Br:16])[N:12]([CH2:17][C:18]3[CH:19]=[CH:20][CH:21]=[CH:22][CH:23]=3)[C:9]2=[CH:10][N:11]=1)=[O:5])[CH3:2]. The yield is 0.850. (7) The reactants are Cl[C:2]([O:4]CC)=[O:3].[CH3:7][O:8][C:9]1[CH:10]=[CH:11][C:12]2[CH:13]([CH2:21][CH3:22])[CH:14]3[CH2:18][NH:17][CH2:16][CH:15]3[C:19]=2[CH:20]=1. The catalyst is C(Cl)Cl. The product is [CH2:16]([NH:17][C:2](=[O:3])[O-:4])[CH3:15].[CH3:7][O:8][C:9]1[CH:10]=[CH:11][C:12]2[CH:13]([CH2:21][CH3:22])[CH:14]3[CH2:18][NH:17][CH2:16][CH:15]3[C:19]=2[CH:20]=1. The yield is 0.130. (8) The reactants are [NH2:1][C:2]1[CH:23]=[CH:22][C:5]([O:6][C:7]2[CH:12]=[CH:11][N:10]=[C:9]([NH:13][C:14]([N:16]3[CH2:21][CH2:20][O:19][CH2:18][CH2:17]3)=[O:15])[CH:8]=2)=[CH:4][CH:3]=1.[F:24][C:25]1[CH:30]=[CH:29][C:28]([NH:31][C:32]([C:34]2([C:37](O)=[O:38])[CH2:36][CH2:35]2)=[O:33])=[CH:27][CH:26]=1.C(N(C(C)C)CC)(C)C.CN(C(ON1N=NC2C=CC=CC1=2)=[N+](C)C)C.F[P-](F)(F)(F)(F)F. The catalyst is CN(C)C=O. The product is [F:24][C:25]1[CH:26]=[CH:27][C:28]([NH:31][C:32]([C:34]2([C:37]([NH:1][C:2]3[CH:23]=[CH:22][C:5]([O:6][C:7]4[CH:12]=[CH:11][N:10]=[C:9]([NH:13][C:14]([N:16]5[CH2:17][CH2:18][O:19][CH2:20][CH2:21]5)=[O:15])[CH:8]=4)=[CH:4][CH:3]=3)=[O:38])[CH2:36][CH2:35]2)=[O:33])=[CH:29][CH:30]=1. The yield is 0.551.